From a dataset of NCI-60 drug combinations with 297,098 pairs across 59 cell lines. Regression. Given two drug SMILES strings and cell line genomic features, predict the synergy score measuring deviation from expected non-interaction effect. (1) Drug 1: C1CN1P(=S)(N2CC2)N3CC3. Drug 2: C1CN(CCN1C(=O)CCBr)C(=O)CCBr. Cell line: NCI-H226. Synergy scores: CSS=-0.623, Synergy_ZIP=1.25, Synergy_Bliss=4.38, Synergy_Loewe=1.63, Synergy_HSA=1.52. (2) Drug 1: CN(C(=O)NC(C=O)C(C(C(CO)O)O)O)N=O. Drug 2: COC1=C2C(=CC3=C1OC=C3)C=CC(=O)O2. Cell line: RPMI-8226. Synergy scores: CSS=7.80, Synergy_ZIP=-0.698, Synergy_Bliss=1.48, Synergy_Loewe=0.860, Synergy_HSA=1.54. (3) Drug 1: CN1C(=O)N2C=NC(=C2N=N1)C(=O)N. Drug 2: CCCCCOC(=O)NC1=NC(=O)N(C=C1F)C2C(C(C(O2)C)O)O. Cell line: SW-620. Synergy scores: CSS=7.82, Synergy_ZIP=-3.15, Synergy_Bliss=-0.317, Synergy_Loewe=-8.18, Synergy_HSA=-1.42. (4) Drug 1: CC1C(C(CC(O1)OC2CC(CC3=C2C(=C4C(=C3O)C(=O)C5=C(C4=O)C(=CC=C5)OC)O)(C(=O)C)O)N)O.Cl. Drug 2: CCCCC(=O)OCC(=O)C1(CC(C2=C(C1)C(=C3C(=C2O)C(=O)C4=C(C3=O)C=CC=C4OC)O)OC5CC(C(C(O5)C)O)NC(=O)C(F)(F)F)O. Cell line: MALME-3M. Synergy scores: CSS=9.87, Synergy_ZIP=-5.56, Synergy_Bliss=-3.34, Synergy_Loewe=-11.3, Synergy_HSA=-5.68. (5) Drug 2: CC1=CC2C(CCC3(C2CCC3(C(=O)C)OC(=O)C)C)C4(C1=CC(=O)CC4)C. Synergy scores: CSS=-0.453, Synergy_ZIP=-1.34, Synergy_Bliss=-4.82, Synergy_Loewe=-4.30, Synergy_HSA=-5.90. Cell line: M14. Drug 1: CC1C(C(CC(O1)OC2CC(CC3=C2C(=C4C(=C3O)C(=O)C5=C(C4=O)C(=CC=C5)OC)O)(C(=O)CO)O)N)O.Cl. (6) Synergy scores: CSS=37.9, Synergy_ZIP=4.69, Synergy_Bliss=6.80, Synergy_Loewe=-8.69, Synergy_HSA=5.90. Drug 2: CC12CCC(CC1=CCC3C2CCC4(C3CC=C4C5=CN=CC=C5)C)O. Drug 1: CC(C1=C(C=CC(=C1Cl)F)Cl)OC2=C(N=CC(=C2)C3=CN(N=C3)C4CCNCC4)N. Cell line: CCRF-CEM.